This data is from Full USPTO retrosynthesis dataset with 1.9M reactions from patents (1976-2016). The task is: Predict the reactants needed to synthesize the given product. Given the product [Cl:17][C:18]1[C:19]([C:2]2[CH:3]=[CH:4][CH:5]=[C:6]([NH:8][CH2:9][C:10]3([F:16])[CH2:15][CH2:14][O:13][CH2:12][CH2:11]3)[N:7]=2)=[CH:20][C:21]([F:24])=[N:22][CH:23]=1, predict the reactants needed to synthesize it. The reactants are: Br[C:2]1[N:7]=[C:6]([NH:8][CH2:9][C:10]2([F:16])[CH2:15][CH2:14][O:13][CH2:12][CH2:11]2)[CH:5]=[CH:4][CH:3]=1.[Cl:17][C:18]1[C:19](B(O)O)=[CH:20][C:21]([F:24])=[N:22][CH:23]=1.C([O-])([O-])=O.[Na+].[Na+].